From a dataset of Catalyst prediction with 721,799 reactions and 888 catalyst types from USPTO. Predict which catalyst facilitates the given reaction. (1) Reactant: [H-].[Na+].[C:3]([C:5]1[CH:10]=[CH:9][CH:8]=[CH:7][C:6]=1[OH:11])#[N:4].[Cl:12][C:13]1[CH:29]=[C:28]([Cl:30])[CH:27]=[CH:26][C:14]=1[CH2:15][NH:16][C:17](=[O:25])[C:18]1[CH:23]=[CH:22][N:21]=[C:20](F)[CH:19]=1. Product: [C:3]([C:5]1[CH:10]=[CH:9][CH:8]=[CH:7][C:6]=1[O:11][C:20]1[CH:19]=[C:18]([CH:23]=[CH:22][N:21]=1)[C:17]([NH:16][CH2:15][C:14]1[CH:26]=[CH:27][C:28]([Cl:30])=[CH:29][C:13]=1[Cl:12])=[O:25])#[N:4]. The catalyst class is: 80. (2) Reactant: COC1C=CC(C[N:8]2[C:12]3[N:13]=[C:14]([O:23][CH2:24][C:25]([F:28])([F:27])[F:26])[N:15]=[C:16]([N:17]4[CH2:21][CH2:20][C@H:19]([OH:22])[CH2:18]4)[C:11]=3[N:10]=[N:9]2)=CC=1. Product: [F:27][C:25]([F:26])([F:28])[CH2:24][O:23][C:14]1[N:15]=[C:16]([N:17]2[CH2:21][CH2:20][C@H:19]([OH:22])[CH2:18]2)[C:11]2[N:10]=[N:9][NH:8][C:12]=2[N:13]=1. The catalyst class is: 67.